The task is: Binary Classification. Given a drug SMILES string, predict its activity (active/inactive) in a high-throughput screening assay against a specified biological target.. This data is from Cav3 T-type calcium channel HTS with 100,875 compounds. (1) The molecule is Clc1c(OC(=O)C)c(/C=C\c2nc3c(cc2)cccc3)cc(Cl)c1. The result is 0 (inactive). (2) The molecule is S(c1n(c(nn1)Cc1ccccc1)C)CC(OC(C)C)=O. The result is 0 (inactive). (3) The compound is s\1\c(n(c(=O)c1=C\c1cc(OC)ccc1)c1ccccc1)=C(\C(=O)N1CCOCC1)C#N. The result is 0 (inactive). (4) The result is 0 (inactive). The drug is S(CC(=O)N1C(CCCC1C)C)c1n(nnn1)c1c(OC)cc(OC)cc1. (5) The molecule is S(=O)(=O)(c1c(n(c2nc3n(c(=O)c2c1)cccc3)Cc1occc1)=N)c1cc(c(cc1)C)C. The result is 0 (inactive). (6) The molecule is S(=O)(=O)(C(CC=C)C=C)c1ccc(cc1)C. The result is 0 (inactive). (7) The drug is O1N(C2C(C1CC)Cn1c2nc2c1cccc2)c1ccccc1. The result is 0 (inactive). (8) The drug is Brc1oc(C(=O)N2CCN=C2SCc2cc(ccc2)C)cc1. The result is 0 (inactive). (9) The compound is S1c2n(c(nn2)C23CC4CC(C2)CC(C3)C4)CC1C. The result is 0 (inactive).